This data is from CYP2C19 inhibition data for predicting drug metabolism from PubChem BioAssay. The task is: Regression/Classification. Given a drug SMILES string, predict its absorption, distribution, metabolism, or excretion properties. Task type varies by dataset: regression for continuous measurements (e.g., permeability, clearance, half-life) or binary classification for categorical outcomes (e.g., BBB penetration, CYP inhibition). Dataset: cyp2c19_veith. The drug is CS(=O)(=O)O.O[C@@H](c1cc(C(F)(F)F)nc2c(Cl)cc(Cl)cc12)[C@@H]1CCCCN1. The result is 0 (non-inhibitor).